Dataset: Retrosynthesis with 50K atom-mapped reactions and 10 reaction types from USPTO. Task: Predict the reactants needed to synthesize the given product. (1) Given the product Fc1ccc(OCC2CCCN(CC3(c4ccc(Cl)cc4)CCC3)C2)cc1, predict the reactants needed to synthesize it. The reactants are: O=C(N1CCCC(COc2ccc(F)cc2)C1)C1(c2ccc(Cl)cc2)CCC1. (2) Given the product Cc1ccc2c(=O)n([C@H](C)CO)ccc2c1C(=O)NCc1ccc(C(F)(F)F)c(F)c1, predict the reactants needed to synthesize it. The reactants are: CC(=O)OC[C@@H](C)n1ccc2c(C(=O)NCc3ccc(C(F)(F)F)c(F)c3)c(C)ccc2c1=O. (3) Given the product COC(=O)c1cccc(N2CCOC2=O)c1, predict the reactants needed to synthesize it. The reactants are: COC(=O)c1cccc(Br)c1.O=C1NCCO1. (4) Given the product O=C(N[C@H]1CCN(C(=O)c2cc(Cl)cc(Cl)c2)[C@H](Cc2ccccc2)C1)c1cc2ccccc2[nH]1, predict the reactants needed to synthesize it. The reactants are: N[C@H]1CCN(C(=O)c2cc(Cl)cc(Cl)c2)[C@H](Cc2ccccc2)C1.O=C(O)c1cc2ccccc2[nH]1. (5) The reactants are: CC(C)CO.O=C1CCCc2c1ccc(O)c2CCl. Given the product CC(C)COCc1c(O)ccc2c1CCCC2=O, predict the reactants needed to synthesize it.